The task is: Predict which catalyst facilitates the given reaction.. This data is from Catalyst prediction with 721,799 reactions and 888 catalyst types from USPTO. (1) Reactant: [CH3:1][O:2][C:3]([C:5]1[CH:6]=[C:7]([CH:20]=[C:21]([N+:24]([O-])=O)[C:22]=1[CH3:23])[O:8][CH:9]1[CH2:12][N:11]([C:13]([O:15][C:16]([CH3:19])([CH3:18])[CH3:17])=[O:14])[CH2:10]1)=[O:4]. Product: [NH2:24][C:21]1[CH:20]=[C:7]([CH:6]=[C:5]([C:3]([O:2][CH3:1])=[O:4])[C:22]=1[CH3:23])[O:8][CH:9]1[CH2:12][N:11]([C:13]([O:15][C:16]([CH3:19])([CH3:18])[CH3:17])=[O:14])[CH2:10]1. The catalyst class is: 19. (2) Reactant: Br[C:2]1[CH:19]=[C:18]([Cl:20])[CH:17]=[C:16]([Cl:21])[C:3]=1[CH2:4][N:5]1C(=O)C2C(=CC=CC=2)C1=O.Br[C:23]1C=C(Cl)C=C(Cl)[C:24]=1[CH2:31]Br.C1(=O)NC(=O)C2=CC=CC=C12.C([O-])([O-])=O.[K+].[K+].C([O-])(O)=O.[Na+]. Product: [Cl:21][C:16]1[CH:17]=[C:18]([Cl:20])[CH:19]=[C:2]([CH:31]2[CH2:24][CH2:23]2)[C:3]=1[CH2:4][NH2:5]. The catalyst class is: 23. (3) Reactant: CC1C=CC(S(O)(=O)=O)=CC=1.[CH3:12][N:13]1[C:21]2[CH:20]=[CH:19][CH:18]=[CH:17][C:16]=2[C:15]2[C:22](=[O:26])[NH:23][CH2:24][CH2:25][C:14]1=2.Cl.[CH3:28][C:29]1[NH:33][CH:32]=[N:31][C:30]=1[CH2:34]O. Product: [CH3:12][N:13]1[C:21]2[CH:20]=[CH:19][CH:18]=[CH:17][C:16]=2[C:15]2[C:22](=[O:26])[N:23]([CH2:34][C:30]3[N:31]=[CH:32][NH:33][C:29]=3[CH3:28])[CH2:24][CH2:25][C:14]1=2. The catalyst class is: 60.